This data is from Forward reaction prediction with 1.9M reactions from USPTO patents (1976-2016). The task is: Predict the product of the given reaction. Given the reactants [I:1][C:2]1[CH:10]=[CH:9][CH:8]=[CH:7][C:3]=1[C:4]([OH:6])=O.C1C=CC2N(O)N=NC=2C=1.CCN=C=NCCCN(C)C.Cl.[Si:33]([O:40][CH2:41][C@H:42]([NH2:50])[C:43]1[CH:48]=[CH:47][CH:46]=[CH:45][C:44]=1[I:49])([C:36]([CH3:39])([CH3:38])[CH3:37])([CH3:35])[CH3:34], predict the reaction product. The product is: [Si:33]([O:40][CH2:41][C@H:42]([NH:50][C:4](=[O:6])[C:3]1[CH:7]=[CH:8][CH:9]=[CH:10][C:2]=1[I:1])[C:43]1[CH:48]=[CH:47][CH:46]=[CH:45][C:44]=1[I:49])([C:36]([CH3:39])([CH3:38])[CH3:37])([CH3:35])[CH3:34].